This data is from Peptide-MHC class I binding affinity with 185,985 pairs from IEDB/IMGT. The task is: Regression. Given a peptide amino acid sequence and an MHC pseudo amino acid sequence, predict their binding affinity value. This is MHC class I binding data. The peptide sequence is LMQWWSDYV. The MHC is HLA-A01:01 with pseudo-sequence HLA-A01:01. The binding affinity (normalized) is 0.0847.